This data is from Cav3 T-type calcium channel HTS with 100,875 compounds. The task is: Binary Classification. Given a drug SMILES string, predict its activity (active/inactive) in a high-throughput screening assay against a specified biological target. (1) The molecule is O1CCN(CC1)C(=O)COc1c(OC)cc(C(OC(C(=O)N2CCc3c(C2)cccc3)C)=O)cc1. The result is 0 (inactive). (2) The drug is O=C(N1CCCCC1)C1CCC(CC1)C(=O)N1CCCCC1. The result is 0 (inactive). (3) The drug is s1c(nn2c(nnc12)c1ccc(cc1)C)CCc1ccccc1. The result is 0 (inactive). (4) The molecule is O(C1(OC)C(NC(=O)c2c(OC(=O)C)cccc2)=CC(=O)C=C1)C. The result is 0 (inactive).